Dataset: Reaction yield outcomes from USPTO patents with 853,638 reactions. Task: Predict the reaction yield, written as a fraction of the theoretical maximum amount of product (1.0 means a 100% yield; for example, 0.34 means a 34% yield). The reactants are COC1C=C(OC)C=CC=1C[NH:6][C:7]1[CH:16]=[N:15][C:14]2[C:9](=[CH:10][CH:11]=[C:12]([O:17][CH3:18])[CH:13]=2)[N:8]=1.C(O)(C(F)(F)F)=O. The catalyst is ClCCl. The product is [CH3:18][O:17][C:12]1[CH:13]=[C:14]2[C:9](=[CH:10][CH:11]=1)[N:8]=[C:7]([NH2:6])[CH:16]=[N:15]2. The yield is 0.990.